From a dataset of Full USPTO retrosynthesis dataset with 1.9M reactions from patents (1976-2016). Predict the reactants needed to synthesize the given product. Given the product [F:44][C:38]1[CH:39]=[C:40]([F:43])[CH:41]=[CH:42][C:37]=1[S:34]([NH:33][C:29]1[CH:30]=[N:31][CH:32]=[C:27]([C:11]2[CH:10]=[C:9]3[C:14](=[CH:13][CH:12]=2)[N:15]=[CH:16][C:7]([C:5]2[CH:4]=[N:3][N:2]([CH3:1])[CH:6]=2)=[N:8]3)[CH:28]=1)(=[O:36])=[O:35], predict the reactants needed to synthesize it. The reactants are: [CH3:1][N:2]1[CH:6]=[C:5]([C:7]2[CH:16]=[N:15][C:14]3[C:9](=[CH:10][C:11](B4OC(C)(C)C(C)(C)O4)=[CH:12][CH:13]=3)[N:8]=2)[CH:4]=[N:3]1.Br[C:27]1[CH:28]=[C:29]([NH:33][S:34]([C:37]2[CH:42]=[CH:41][C:40]([F:43])=[CH:39][C:38]=2[F:44])(=[O:36])=[O:35])[CH:30]=[N:31][CH:32]=1.